From a dataset of KCNQ2 potassium channel screen with 302,405 compounds. Binary Classification. Given a drug SMILES string, predict its activity (active/inactive) in a high-throughput screening assay against a specified biological target. (1) The molecule is O(C(NC(=O)c1ccccc1)C(OCC)NC(=O)c1ccccc1)CC. The result is 0 (inactive). (2) The compound is Clc1cc(c(NC(=O)COc2c3c(ccc2)cccc3)cc1)C(O)=O. The result is 1 (active). (3) The result is 0 (inactive). The molecule is FC(F)(F)c1c(NC(=O)CN(C(=O)COc2c(Cc3ccccc3)cccc2)C)cccc1. (4) The molecule is O=C(N1CCN(CC1)C=O)C\C(=N\NC(=O)c1cc([N+]([O-])=O)ccc1)C. The result is 0 (inactive). (5) The drug is o1c(C(=O)N2CCCc3c2cccc3)c(c2c1ccc(OC)c2)C. The result is 0 (inactive). (6) The drug is O(C1CCN(CC1)CCc1ccccc1)c1ccc(C(=O)N2CC(CCC2)CCCO)cc1. The result is 0 (inactive). (7) The compound is S(c1c(NC(=O)C2ON=C(C2)c2c(OC)ccc(OC)c2)cccc1)C. The result is 0 (inactive).